This data is from Full USPTO retrosynthesis dataset with 1.9M reactions from patents (1976-2016). The task is: Predict the reactants needed to synthesize the given product. (1) Given the product [CH:26]1([N:2]2[CH2:3][CH2:4][CH2:5][C:6]3[CH:11]=[C:10]([NH:12][C:13](=[O:22])[O:14][CH2:15][C:16]4[CH:17]=[CH:18][CH:19]=[CH:20][CH:21]=4)[CH:9]=[CH:8][C:7]=3[CH2:1]2)[CH2:28][CH2:27]1, predict the reactants needed to synthesize it. The reactants are: [CH2:1]1[C:7]2[CH:8]=[CH:9][C:10]([NH:12][C:13](=[O:22])[O:14][CH2:15][C:16]3[CH:21]=[CH:20][CH:19]=[CH:18][CH:17]=3)=[CH:11][C:6]=2[CH2:5][CH2:4][CH2:3][NH:2]1.C(O[C:26]1(O[Si](C)(C)C)[CH2:28][CH2:27]1)C.C(O)(=O)C.C([BH3-])#N.[Na+]. (2) Given the product [CH3:30][C:28]([CH3:29])([CH3:31])[C:27]#[C:26][C:7]1[S:6][C:5]([C:3]([OH:4])=[O:2])=[C:9]([N:10]([CH2:20][C:21](=[O:25])[N:22]([CH3:23])[CH3:24])[C:11]([C@H:13]2[CH2:14][CH2:15][C@H:16]([CH3:19])[CH2:17][CH2:18]2)=[O:12])[CH:8]=1, predict the reactants needed to synthesize it. The reactants are: C[O:2][C:3]([C:5]1[S:6][C:7]([C:26]#[C:27][C:28]([CH3:31])([CH3:30])[CH3:29])=[CH:8][C:9]=1[N:10]([CH2:20][C:21](=[O:25])[N:22]([CH3:24])[CH3:23])[C:11]([C@H:13]1[CH2:18][CH2:17][C@H:16]([CH3:19])[CH2:15][CH2:14]1)=[O:12])=[O:4].C1COCC1.CO.O.[OH-].[Li+]. (3) Given the product [CH3:26][O:27][C:28](=[O:36])[C:29]1[CH:34]=[CH:33][C:32]([NH:35][C:8](=[O:9])[CH:7]([N:11]2[C:16](=[O:17])[CH:15]=[C:14]([O:18][C:19]3[CH:24]=[CH:23][CH:22]=[CH:21][C:20]=3[CH3:25])[CH:13]=[N:12]2)[CH2:6][CH:1]2[CH2:5][CH2:4][CH2:3][CH2:2]2)=[N:31][CH:30]=1, predict the reactants needed to synthesize it. The reactants are: [CH:1]1([CH2:6][CH:7]([N:11]2[C:16](=[O:17])[CH:15]=[C:14]([O:18][C:19]3[CH:24]=[CH:23][CH:22]=[CH:21][C:20]=3[CH3:25])[CH:13]=[N:12]2)[C:8](O)=[O:9])[CH2:5][CH2:4][CH2:3][CH2:2]1.[CH3:26][O:27][C:28](=[O:36])[C:29]1[CH:34]=[CH:33][C:32]([NH2:35])=[N:31][CH:30]=1. (4) Given the product [CH2:39]([N:24]1[C:23]2[N:41]=[CH:42][C:20]([CH2:3][CH:2]=[CH2:1])=[CH:21][C:22]=2[C:28](=[O:29])[N:27]([CH3:30])[C:26]2[CH:31]=[CH:32][C:33]([C:35]([F:38])([F:37])[F:36])=[N:34][C:25]1=2)[CH3:40], predict the reactants needed to synthesize it. The reactants are: [CH2:1]([Sn](CCCC)(CCCC)CCCC)[CH:2]=[CH2:3].N#N.Br[C:20]1[CH:42]=[N:41][C:23]2[N:24]([CH2:39][CH3:40])[C:25]3[N:34]=[C:33]([C:35]([F:38])([F:37])[F:36])[CH:32]=[CH:31][C:26]=3[N:27]([CH3:30])[C:28](=[O:29])[C:22]=2[CH:21]=1. (5) Given the product [CH3:19][O:13][C:12](=[O:14])[C:11]1[CH:15]=[C:7]([Br:6])[CH:8]=[C:9]([O:17][CH3:18])[C:10]=1[OH:16], predict the reactants needed to synthesize it. The reactants are: S(=O)(=O)(O)O.[Br:6][C:7]1[CH:8]=[C:9]([O:17][CH3:18])[C:10]([OH:16])=[C:11]([CH:15]=1)[C:12]([OH:14])=[O:13].[C:19](OCC)(=O)C.CCCCCC. (6) The reactants are: C(OC([NH:8][C@@H:9]([CH:60]([CH3:62])[CH3:61])[C:10]([NH:12][C@@H:13]([CH:57]([CH3:59])[CH3:58])[C:14]([O:16][CH2:17][C:18]([N:20]1[CH2:25][CH2:24][N:23]([CH2:26][C:27]2[CH:28]=[N:29][C:30]([C:33]3[S:41][C:40]4[C:35](=[N:36][CH:37]=[CH:38][C:39]=4[O:42][C:43]4[CH:48]=[CH:47][C:46]([NH:49][C:50]([NH:52][CH:53]5[CH2:55][CH2:54]5)=[O:51])=[CH:45][C:44]=4[F:56])[CH:34]=3)=[CH:31][CH:32]=2)[CH2:22][CH2:21]1)=[O:19])=[O:15])=[O:11])=O)(C)(C)C.Cl. Given the product [NH2:8][C@@H:9]([CH:60]([CH3:62])[CH3:61])[C:10]([NH:12][C@@H:13]([CH:57]([CH3:58])[CH3:59])[C:14]([O:16][CH2:17][C:18]([N:20]1[CH2:25][CH2:24][N:23]([CH2:26][C:27]2[CH:28]=[N:29][C:30]([C:33]3[S:41][C:40]4[C:35](=[N:36][CH:37]=[CH:38][C:39]=4[O:42][C:43]4[CH:48]=[CH:47][C:46]([NH:49][C:50]([NH:52][CH:53]5[CH2:55][CH2:54]5)=[O:51])=[CH:45][C:44]=4[F:56])[CH:34]=3)=[CH:31][CH:32]=2)[CH2:22][CH2:21]1)=[O:19])=[O:15])=[O:11], predict the reactants needed to synthesize it. (7) Given the product [Cl:1][C:2]1[CH:7]=[CH:6][C:5]([C:8]2([OH:35])[CH2:13][CH2:12][N:11]([CH2:14][CH2:15][CH:16]=[C:17]3[C:23]4[CH:24]=[CH:25][CH:26]=[N:27][C:22]=4[CH2:21][O:20][C:19]4[CH:28]=[CH:29][C:30]([O:32][CH2:39][CH2:40][O:41][C:42](=[O:44])[CH3:43])=[CH:31][C:18]3=4)[CH2:10][C:9]2([CH3:33])[CH3:34])=[CH:4][CH:3]=1, predict the reactants needed to synthesize it. The reactants are: [Cl:1][C:2]1[CH:7]=[CH:6][C:5]([C:8]2([OH:35])[CH2:13][CH2:12][N:11]([CH2:14][CH2:15][CH:16]=[C:17]3[C:23]4[CH:24]=[CH:25][CH:26]=[N:27][C:22]=4[CH2:21][O:20][C:19]4[CH:28]=[CH:29][C:30]([OH:32])=[CH:31][C:18]3=4)[CH2:10][C:9]2([CH3:34])[CH3:33])=[CH:4][CH:3]=1.[H-].[Na+].Br[CH2:39][CH2:40][O:41][C:42](=[O:44])[CH3:43].